Dataset: Full USPTO retrosynthesis dataset with 1.9M reactions from patents (1976-2016). Task: Predict the reactants needed to synthesize the given product. (1) The reactants are: Cl[C:2]1[CH:7]=[CH:6][CH:5]=[CH:4][C:3]=1[C:8]1[S:9][CH2:10][CH:11]([C:13]2[CH:18]=[CH:17][CH:16]=[CH:15][C:14]=2[F:19])[N:12]=1.CN(C)C1C=CC=CC=1.Cl[C:30]([N:32]=[C:33]=[O:34])=[O:31].[Cl:35][CH2:36]Cl. Given the product [Cl:35][C:36]1[CH:2]=[CH:7][CH:6]=[CH:5][C:4]=1[C:3]1[C:30](=[O:31])[NH:32][C:33](=[O:34])[N:12]2[CH:11]([C:13]3[CH:18]=[CH:17][CH:16]=[CH:15][C:14]=3[F:19])[CH2:10][S:9][C:8]=12, predict the reactants needed to synthesize it. (2) Given the product [C:1]([C:4]1[CH:12]=[CH:11][C:7]([C:8]([NH2:15])=[O:9])=[CH:6][CH:5]=1)(=[O:3])[CH3:2], predict the reactants needed to synthesize it. The reactants are: [C:1]([C:4]1[CH:12]=[CH:11][C:7]([C:8](O)=[O:9])=[CH:6][CH:5]=1)(=[O:3])[CH3:2].C(N1C=CN=C1)([N:15]1C=CN=C1)=O.N. (3) Given the product [N:10]1[CH:9]=[CH:8][N:6]2[C:5]=1[CH:4]=[CH:3][C:2]([NH2:11])=[N:7]2, predict the reactants needed to synthesize it. The reactants are: Cl[C:2]1[CH:3]=[CH:4][C:5]2[N:6]([CH:8]=[CH:9][N:10]=2)[N:7]=1.[NH3:11].